Dataset: Drug-target binding data from BindingDB using IC50 measurements. Task: Regression. Given a target protein amino acid sequence and a drug SMILES string, predict the binding affinity score between them. We predict pIC50 (pIC50 = -log10(IC50 in M); higher means more potent). Dataset: bindingdb_ic50. (1) The compound is CCCC[P+](CCCC)(CCCC)CCCCCCCCCCCC[P+](CCCC)(CCCC)CCCC. The target protein (P0CP75) has sequence MSIITTAFALSLLATTAFAVPPETPRIELQAERGLGDQSYAPWQVDCPSNVTWIRNATTGLGTGERAYIEAREKLVQPAIEQMMAARGLETPPRTPVIGVALAGGGYRAMLTGLGGIMGMMNESTEASQSETGGWLDGVSYWSGLSGGSWATGSFMSNGGQLPTTLLENLWNIDSNLVFPDDGKLSFYTNLYTETNAKSDLGFPVQITDIWGLAIGSHVLPEPYQLSNTPNLTFSSLPSVVAALGNASLPMPIIVAADRKRREAGELVIAENATVWEFTPYEFGSWAFGSQYKSPGAFTPIEYLGTSVDDGSPNGTCWKGFDQLSFVMGTSATLFNGAFLELNGTDSGLLTNLITAFLADLGEDQADISRIPNSFSNYNSGENPIYNLTYITLVDAGETNQNIPLEPLLVPTRDVDAIVAFDSSYDSDYIWPNGTALRTTYERAKILAEHENTRVLMPEVPSMNGFVNGGYNSRPTFFGCNDTTTPVIIYIPSYPWSFAA.... The pIC50 is 4.6. (2) The small molecule is CCNC(=O)Nc1cn2c(-c3nc(C(F)(F)F)cc(C(F)(F)F)n3)cc(-c3cccnc3)cc2n1. The target protein sequence is NYNDDAIQVLEGLDAVRKRPGMYIGSTDGAGLHHLVWEIVDNAVDEALSGFGDRIDVTINKDGSLTVQDHGRGMPTGMHAMGIPTVEVIFTILHAGGKFGQGGYKTSGGLHGVGSSVVNLSSSWLEVEITRDGAIYKQRFENGGKPVTTLKKIGTAPKSKTGTKVTFMPDAGIFSTTDFKYNTISERLNESAFLLKNVTLSLTDKRTDESVEFHYENGVQDFVSYLNEDKETLTPVLYFEGEDNGFQVEVALQYNDGFSDNILSFVNNVRTKDGGTHETGLKSAITKVMNDYARKTGLLKEKDKNLEGSDYREGLAAVLSILVPEEHLQFEGQTKDKLGSPLARPVVDGIVADKLTFFLMENGELASNLIRKAIKARDAREAARKARDESRNGKKNKKDKGLLSGKLTPAQSKNPAKNELYLVEGDSAGGSAKQGRDRKFQAILPLRGKVINTAKAKMADILKNEEINTMIYTIGAGVGADFSIEDANYDKIIIMTDADT.... The pIC50 is 6.1.